Dataset: Full USPTO retrosynthesis dataset with 1.9M reactions from patents (1976-2016). Task: Predict the reactants needed to synthesize the given product. (1) Given the product [ClH:31].[CH2:1]([O:8][C:9]1[CH:14]=[C:13]([CH:15]([CH3:17])[CH3:16])[CH:12]=[CH:11][C:10]=1[CH2:18][CH2:19][NH2:20])[C:2]1[CH:3]=[CH:4][CH:5]=[CH:6][CH:7]=1, predict the reactants needed to synthesize it. The reactants are: [CH2:1]([O:8][C:9]1[CH:14]=[C:13]([CH:15]([CH3:17])[CH3:16])[CH:12]=[CH:11][C:10]=1[CH2:18][CH2:19][NH:20]C(=O)OC(C)(C)C)[C:2]1[CH:7]=[CH:6][CH:5]=[CH:4][CH:3]=1.C(O)C.[ClH:31]. (2) Given the product [CH2:25]([O:24][C:20](=[O:23])[CH2:21][CH2:22][NH:19][C@@H:16]([C:3]1[CH:4]=[CH:5][C:6]([F:15])=[C:7]([O:8][C:9]2[CH:14]=[CH:13][CH:12]=[CH:11][CH:10]=2)[C:2]=1[F:1])[CH2:17][CH3:18])[CH3:26], predict the reactants needed to synthesize it. The reactants are: [F:1][C:2]1[C:7]([O:8][C:9]2[CH:14]=[CH:13][CH:12]=[CH:11][CH:10]=2)=[C:6]([F:15])[CH:5]=[CH:4][C:3]=1[C@H:16]([NH2:19])[CH2:17][CH3:18].[C:20]([O:24][CH2:25][CH3:26])(=[O:23])[CH:21]=[CH2:22]. (3) Given the product [C:45]([CH2:44][NH:43][CH2:42][CH:41]([O:65][C:66](=[O:68])[CH3:67])[CH2:40][N:39]([C:15]([C:17]1([C:20]2[CH:25]=[CH:24][C:23]([C:26]3[CH:31]=[CH:30][C:29]([Cl:32])=[C:28]([Cl:33])[CH:27]=3)=[C:22]([F:34])[CH:21]=2)[CH2:19][CH2:18]1)=[O:16])[CH3:38])(=[O:46])[CH3:47], predict the reactants needed to synthesize it. The reactants are: C(CNCC(O[C:15]([C:17]1([C:20]2[CH:25]=[CH:24][C:23]([C:26]3[CH:31]=[CH:30][C:29]([Cl:32])=[C:28]([Cl:33])[CH:27]=3)=[C:22]([F:34])[CH:21]=2)[CH2:19][CH2:18]1)=[O:16])CNCC(=O)C)(=O)C.C([CH2:38][NH:39][CH2:40][CH:41]([O:65][C:66](=[O:68])[CH3:67])[CH2:42][NH:43][CH2:44][C:45]([C:47]1(C2C=CC(C3C=CC(Cl)=C(Cl)C=3)=C(F)C=2)CC1)=[O:46])(=O)C. (4) Given the product [CH3:1][CH:2]([CH3:38])[CH2:3][C@@H:4]([B:5]([OH:9])[OH:6])[NH:18][C:19](=[O:37])[C@@H:20]([NH:21][C:22]([C:24]1[CH:29]=[N:28][CH:27]=[CH:26][N:25]=1)=[O:23])[CH2:30][C:31]1[CH:32]=[CH:33][CH:34]=[CH:35][CH:36]=1, predict the reactants needed to synthesize it. The reactants are: [CH3:1][CH:2]([CH3:38])[CH2:3][C@H:4]([NH:18][C:19](=[O:37])[C@H:20]([CH2:30][C:31]1[CH:36]=[CH:35][CH:34]=[CH:33][CH:32]=1)[NH:21][C:22]([C:24]1[CH:29]=[N:28][CH:27]=[CH:26][N:25]=1)=[O:23])[B:5]1[O:9][C@@H]2C[C@@H]3C[C@H]([C@]2(C)[O:6]1)C3(C)C.Cl.C(B(O)O)C(C)C.[OH-].[Na+]. (5) Given the product [O:29]([CH2:2][C:3]1[CH:7]=[C:6]([C:8]2[CH:9]=[CH:10][C:11]([C:14]([F:16])([F:15])[F:17])=[CH:12][CH:13]=2)[S:5][C:4]=1[CH2:18][OH:19])[C:23]1[CH:28]=[CH:27][CH:26]=[CH:25][CH:24]=1, predict the reactants needed to synthesize it. The reactants are: Br[CH2:2][C:3]1[CH:7]=[C:6]([C:8]2[CH:13]=[CH:12][C:11]([C:14]([F:17])([F:16])[F:15])=[CH:10][CH:9]=2)[S:5][C:4]=1[C:18](OCC)=[O:19].[C:23]1([OH:29])[CH:28]=[CH:27][CH:26]=[CH:25][CH:24]=1.